Dataset: Reaction yield outcomes from USPTO patents with 853,638 reactions. Task: Predict the reaction yield, written as a fraction of the theoretical maximum amount of product (1.0 means a 100% yield; for example, 0.34 means a 34% yield). (1) The reactants are CC1CCCN(C)C1(C)C.[Li]CCCC.[Li]N1C(C)(C)CCCC1(C)C.[Br:27][C:28]1[CH:29]=[CH:30][C:31]2[S:35][C:34]([CH3:36])=[N:33][C:32]=2[CH:37]=1.[CH2:38]=[O:39]. The catalyst is C1COCC1. The product is [Br:27][C:28]1[CH:29]=[CH:30][C:31]2[S:35][C:34]([CH2:36][CH2:38][OH:39])=[N:33][C:32]=2[CH:37]=1. The yield is 0.900. (2) The reactants are [C:1]([N:8]1[CH2:13][CH2:12][CH:11]([OH:14])[CH2:10][CH2:9]1)([O:3][C:4]([CH3:7])([CH3:6])[CH3:5])=[O:2].[H-].[Na+].[O:17]1[CH2:22][CH2:21][N:20]([C:23]2[N:28]=[C:27](Cl)[CH:26]=[C:25]([Cl:30])[N:24]=2)[CH2:19][CH2:18]1. The catalyst is O1CCCC1. The product is [Cl:30][C:25]1[N:24]=[C:23]([N:20]2[CH2:21][CH2:22][O:17][CH2:18][CH2:19]2)[N:28]=[C:27]([O:14][CH:11]2[CH2:12][CH2:13][N:8]([C:1]([O:3][C:4]([CH3:7])([CH3:6])[CH3:5])=[O:2])[CH2:9][CH2:10]2)[CH:26]=1. The yield is 0.770.